Dataset: Reaction yield outcomes from USPTO patents with 853,638 reactions. Task: Predict the reaction yield, written as a fraction of the theoretical maximum amount of product (1.0 means a 100% yield; for example, 0.34 means a 34% yield). (1) The reactants are [F:1][C:2]1[CH:3]=[CH:4][C:5]([CH3:9])=[C:6]([CH:8]=1)[NH2:7].Br.Br[CH:12]([C:14]1[CH:15]=[C:16]([C:31]([N:33]([CH3:35])[CH3:34])=[O:32])[CH:17]=[C:18]2[C:23]=1[O:22][C:21]([N:24]1[CH2:29][CH2:28][O:27][CH2:26][CH2:25]1)=[CH:20][C:19]2=[O:30])[CH3:13]. No catalyst specified. The product is [F:1][C:2]1[CH:3]=[CH:4][C:5]([CH3:9])=[C:6]([NH:7][CH:12]([C:14]2[CH:15]=[C:16]([C:31]([N:33]([CH3:35])[CH3:34])=[O:32])[CH:17]=[C:18]3[C:23]=2[O:22][C:21]([N:24]2[CH2:29][CH2:28][O:27][CH2:26][CH2:25]2)=[CH:20][C:19]3=[O:30])[CH3:13])[CH:8]=1. The yield is 0.610. (2) The reactants are [Cl:1][C:2]1[N:7]=[CH:6][N:5]=[C:4]([NH2:8])[CH:3]=1.[I:9]N1C(=O)CCC1=O. The catalyst is CN(C=O)C. The product is [Cl:1][C:2]1[N:7]=[CH:6][N:5]=[C:4]([NH2:8])[C:3]=1[I:9]. The yield is 0.470. (3) The reactants are [CH3:1][O:2][C:3]1[CH:11]=[C:10]2[C:6]([CH:7]=[CH:8][NH:9]2)=[CH:5][CH:4]=1.N1C2C(=CC=CC=2)C=[C:13]1C(OCC)=O. No catalyst specified. The product is [CH3:1][O:2][C:3]1[CH:11]=[C:10]2[C:6]([CH:7]=[CH:8][N:9]2[CH3:13])=[CH:5][CH:4]=1. The yield is 0.950. (4) The reactants are [F:1][C:2]1[CH:7]=[CH:6][CH:5]=[CH:4][C:3]=1[C:8]1[NH:9][C:10](=O)[C:11]2[C:16]([CH3:17])=[N:15][N:14]([CH3:18])[C:12]=2[N:13]=1.P(Cl)(Cl)([Cl:22])=O. No catalyst specified. The product is [Cl:22][C:10]1[N:9]=[C:8]([C:3]2[CH:4]=[CH:5][CH:6]=[CH:7][C:2]=2[F:1])[N:13]=[C:12]2[N:14]([CH3:18])[N:15]=[C:16]([CH3:17])[C:11]=12. The yield is 0.510. (5) The reactants are Br[C:2]1[CH:3]=[C:4]2[C:9](=[CH:10][CH:11]=1)[CH:8]=[N:7][C:6]([NH2:12])=[CH:5]2.[CH3:13][O-:14].[Na+]. The catalyst is CS(C)=O. The product is [CH3:13][O:14][C:2]1[CH:3]=[C:4]2[C:9](=[CH:10][CH:11]=1)[CH:8]=[N:7][C:6]([NH2:12])=[CH:5]2. The yield is 0.538. (6) The reactants are [N:1]1[C:10]2[C:5](=[CH:6][CH:7]=CC=2)C=[CH:3][CH:2]=1.[CH:11]1[C:16]([Cl:17])=[CH:15][C:14]2[NH:18][CH:19]=[CH:20][C:21](=[S:22])[C:13]=2[CH:12]=1.Br[CH2:24][CH2:25]CCBr. No catalyst specified. The product is [Cl:17][C:16]1[CH:15]=[C:14]2[C:13]([C:21]([S:22][CH2:7][CH2:6][CH2:5][CH2:10][N:1]([CH2:2][CH3:3])[CH2:24][CH3:25])=[CH:20][CH:19]=[N:18]2)=[CH:12][CH:11]=1. The yield is 0.690. (7) The reactants are [NH2:1][C:2]1[C:3](Cl)=[N:4][CH:5]=[N:6][C:7]=1[Cl:8].[NH:10]1[C:18]2[C:13](=[CH:14][CH:15]=[CH:16][CH:17]=2)[CH2:12][CH2:11]1.Cl. The catalyst is C(O)C.O. The product is [Cl:8][C:7]1[C:2]([NH2:1])=[C:3]([N:10]2[C:18]3[C:13](=[CH:14][CH:15]=[CH:16][CH:17]=3)[CH2:12][CH2:11]2)[N:4]=[CH:5][N:6]=1. The yield is 0.340. (8) The reactants are [Cl:1][C:2]1[CH:7]=[C:6]([CH:8]([F:10])[F:9])[CH:5]=[CH:4][N:3]=1.[Cl:11]N1C(=O)N(Cl)C(=O)N(Cl)C1=O. The catalyst is C(Cl)(Cl)(Cl)Cl.C(OOC(=O)C1C=CC=CC=1)(=O)C1C=CC=CC=1. The product is [Cl:1][C:2]1[CH:7]=[C:6]([C:8]([Cl:11])([F:10])[F:9])[CH:5]=[CH:4][N:3]=1. The yield is 0.610.